Task: Predict the product of the given reaction.. Dataset: Forward reaction prediction with 1.9M reactions from USPTO patents (1976-2016) (1) Given the reactants [CH3:1][O:2][C:3]1[CH:22]=[CH:21][C:6]([CH2:7][C@@H:8]2[C:12]3=[N:13][C:14]4[CH:19]=[CH:18][CH:17]=[CH:16][C:15]=4[N:11]3[C:10](=[O:20])[NH:9]2)=[CH:5][CH:4]=1.[CH3:23][O:24][C:25]1[CH:26]=[C:27]([CH:30]=[CH:31][CH:32]=1)[CH2:28][NH2:29].C(O)(C(F)(F)F)=O, predict the reaction product. The product is: [NH:13]1[C:14]2[CH:19]=[CH:18][CH:17]=[CH:16][C:15]=2[N:11]=[C:12]1[C@H:8]([NH:9][C:10]([NH:29][CH2:28][C:27]1[CH:30]=[CH:31][CH:32]=[C:25]([O:24][CH3:23])[CH:26]=1)=[O:20])[CH2:7][C:6]1[CH:5]=[CH:4][C:3]([O:2][CH3:1])=[CH:22][CH:21]=1. (2) Given the reactants [C:1]([O:5][C:6]([NH:8][C@H:9]1[CH2:15][CH2:14][CH2:13][N:12](C(OCC2C=CC=CC=2)=O)[CH2:11][CH2:10]1)=[O:7])([CH3:4])([CH3:3])[CH3:2].[H][H], predict the reaction product. The product is: [NH:12]1[CH2:13][CH2:14][CH2:15][C@H:9]([NH:8][C:6](=[O:7])[O:5][C:1]([CH3:3])([CH3:2])[CH3:4])[CH2:10][CH2:11]1.